From a dataset of Forward reaction prediction with 1.9M reactions from USPTO patents (1976-2016). Predict the product of the given reaction. (1) Given the reactants [F:1][C:2]([F:22])([F:21])[C:3]([C:9]1[CH:14]=[CH:13][C:12]([NH:15][CH2:16][C:17]([F:20])([F:19])[F:18])=[CH:11][CH:10]=1)([OH:8])[C:4]([F:7])([F:6])[F:5].[CH2:23](Br)[C:24]1[CH:29]=[CH:28][CH:27]=[CH:26][CH:25]=1, predict the reaction product. The product is: [CH2:23]([N:15]([CH2:16][C:17]([F:19])([F:18])[F:20])[C:12]1[CH:11]=[CH:10][C:9]([C:3]([OH:8])([C:4]([F:7])([F:6])[F:5])[C:2]([F:21])([F:22])[F:1])=[CH:14][CH:13]=1)[C:24]1[CH:29]=[CH:28][CH:27]=[CH:26][CH:25]=1. (2) Given the reactants [CH:1]1[C:10]2[C:11]3[CH2:17][CH2:16][CH2:15][CH2:14][CH2:13][C:12]=3[N:8]3[C:9]=2[C:4]([CH2:5][CH2:6][CH2:7]3)=[CH:3][C:2]=1[NH2:18].[C:19](Cl)(=[O:22])[CH2:20][CH3:21], predict the reaction product. The product is: [CH:1]1[C:10]2[C:11]3[CH2:17][CH2:16][CH2:15][CH2:14][CH2:13][C:12]=3[N:8]3[C:9]=2[C:4]([CH2:5][CH2:6][CH2:7]3)=[CH:3][C:2]=1[NH:18][C:19](=[O:22])[CH2:20][CH3:21]. (3) Given the reactants [SH:1][C:2]1[S:3][C:4]2[CH:10]=[CH:9][CH:8]=[CH:7][C:5]=2[N:6]=1.[C:11]([C:14]1[CH:15]=[CH:16][C:17]2[N:18]([C:36]3[CH:41]=[CH:40][C:39]([C:42](=[O:44])[CH3:43])=[CH:38][CH:37]=3)[C:19]3[C:24]([C:25]=2[CH:26]=1)=[CH:23][C:22]([C:27](=[O:35])[C:28]1[CH:33]=[CH:32][C:31](F)=[CH:30][CH:29]=1)=[CH:21][CH:20]=3)(=[O:13])[CH3:12].C(=O)([O-])[O-].[K+].[K+], predict the reaction product. The product is: [C:42]([C:39]1[CH:38]=[CH:37][C:36]([N:18]2[C:17]3[CH:16]=[CH:15][C:14]([C:11](=[O:13])[CH3:12])=[CH:26][C:25]=3[C:24]3[C:19]2=[CH:20][CH:21]=[C:22]([C:27](=[O:35])[C:28]2[CH:33]=[CH:32][C:31]([S:1][C:2]4[S:3][C:4]5[CH:10]=[CH:9][CH:8]=[CH:7][C:5]=5[N:6]=4)=[CH:30][CH:29]=2)[CH:23]=3)=[CH:41][CH:40]=1)(=[O:44])[CH3:43]. (4) Given the reactants C(O)(=O)[C@@H]([C@H](C(O)=O)O)O.[CH2:11]([O:13][C:14](=[O:30])[CH2:15][O:16][C:17]1[CH:22]=[C:21]([CH:23]2[CH2:28][CH2:27][CH2:26][NH:25][CH2:24]2)[CH:20]=[CH:19][C:18]=1[CH3:29])[CH3:12].[F:31][C:32]([F:49])([F:48])[C:33]1[CH:47]=[CH:46][C:36]([CH2:37][O:38][C:39](N2C=CN=C2)=[O:40])=[CH:35][CH:34]=1, predict the reaction product. The product is: [F:31][C:32]([F:48])([F:49])[C:33]1[CH:47]=[CH:46][C:36]([CH2:37][O:38][C:39]([N:25]2[CH2:26][CH2:27][CH2:28][CH:23]([C:21]3[CH:20]=[CH:19][C:18]([CH3:29])=[C:17]([O:16][CH2:15][C:14]([O:13][CH2:11][CH3:12])=[O:30])[CH:22]=3)[CH2:24]2)=[O:40])=[CH:35][CH:34]=1. (5) Given the reactants [Br:1][C:2]1[CH:7]=[CH:6][C:5]([C:8]2[NH:9][CH:10]=[CH:11][N:12]=2)=[CH:4][CH:3]=1.[H-].[Na+].CS(O[CH2:20][CH:21]1[CH2:25][CH2:24][N:23]([C:26]([O:28][C:29]([CH3:32])([CH3:31])[CH3:30])=[O:27])[CH2:22]1)(=O)=O, predict the reaction product. The product is: [Br:1][C:2]1[CH:3]=[CH:4][C:5]([C:8]2[N:12]([CH2:20][C@@H:21]3[CH2:25][CH2:24][N:23]([C:26]([O:28][C:29]([CH3:30])([CH3:32])[CH3:31])=[O:27])[CH2:22]3)[CH:11]=[CH:10][N:9]=2)=[CH:6][CH:7]=1. (6) Given the reactants C([O-])([O-])=O.[K+].[K+].C[N:8]1[CH:14]2[CH2:15][CH2:16][CH:9]1[CH2:10][N:11]([CH:17]([C:29]1[CH:34]=[CH:33][CH:32]=[C:31]([O:35][CH3:36])[CH:30]=1)[C:18]1[CH:28]=[CH:27][C:21]([C:22]([N:24]([CH3:26])[CH3:25])=[O:23])=[CH:20][CH:19]=1)[CH2:12][CH2:13]2, predict the reaction product. The product is: [CH:9]12[NH:8][CH:14]([CH2:15][CH2:16]1)[CH2:13][CH2:12][N:11]([CH:17]([C:29]1[CH:34]=[CH:33][CH:32]=[C:31]([O:35][CH3:36])[CH:30]=1)[C:18]1[CH:28]=[CH:27][C:21]([C:22]([N:24]([CH3:26])[CH3:25])=[O:23])=[CH:20][CH:19]=1)[CH2:10]2. (7) Given the reactants Cl[C:2]1[N:7]=[C:6]([NH:8][C:9]2[CH:13]=[C:12]([O:14][CH:15]([CH3:17])[CH3:16])[NH:11][N:10]=2)[C:5]([N+:18]([O-:20])=[O:19])=[CH:4][CH:3]=1.Cl.[F:22][C:23]1[CH:24]=[N:25][C:26]([C@@H:29]([NH2:31])[CH3:30])=[N:27][CH:28]=1.C(N(C(C)C)CC)(C)C, predict the reaction product. The product is: [F:22][C:23]1[CH:24]=[N:25][C:26]([C@@H:29]([NH:31][C:2]2[N:7]=[C:6]([NH:8][C:9]3[CH:13]=[C:12]([O:14][CH:15]([CH3:17])[CH3:16])[NH:11][N:10]=3)[C:5]([N+:18]([O-:20])=[O:19])=[CH:4][CH:3]=2)[CH3:30])=[N:27][CH:28]=1.